Task: Predict the reactants needed to synthesize the given product.. Dataset: Full USPTO retrosynthesis dataset with 1.9M reactions from patents (1976-2016) (1) Given the product [N:11]1([C:2]2[CH:10]=[CH:9][C:5]([C:6]([OH:8])=[O:7])=[CH:4][N:3]=2)[CH2:17][CH2:16][CH2:15][CH2:14][CH2:13][CH2:12]1, predict the reactants needed to synthesize it. The reactants are: Cl[C:2]1[CH:10]=[CH:9][C:5]([C:6]([OH:8])=[O:7])=[CH:4][N:3]=1.[NH:11]1[CH2:17][CH2:16][CH2:15][CH2:14][CH2:13][CH2:12]1. (2) The reactants are: Cl[C:2]1[N:3]=[CH:4][C:5]([C:8]([O:10]C)=[O:9])=[N:6][CH:7]=1.[CH2:12]([OH:15])[CH:13]=[CH2:14].[OH-].[K+:17]. Given the product [K+:17].[CH2:12]([O:15][C:2]1[N:3]=[CH:4][C:5]([C:8]([O-:10])=[O:9])=[N:6][CH:7]=1)[CH:13]=[CH2:14], predict the reactants needed to synthesize it. (3) Given the product [CH:11]12[CH2:16][CH:14]([CH:13]=[CH:12]1)[CH2:15][CH:10]2[CH2:9][O:8][C:5]1[CH:6]=[CH:7][C:2]([P:28]([C:33]2[CH:34]=[CH:35][CH:36]=[CH:37][CH:38]=2)[C:22]2[CH:27]=[CH:26][CH:25]=[CH:24][CH:23]=2)=[CH:3][CH:4]=1, predict the reactants needed to synthesize it. The reactants are: I[C:2]1[CH:7]=[CH:6][C:5]([O:8][CH2:9][CH:10]2[CH2:15][CH:14]3[CH2:16][CH:11]2[CH:12]=[CH:13]3)=[CH:4][CH:3]=1.CCCCC.[C:22]1([P:28]([C:33]2[CH:38]=[CH:37][CH:36]=[CH:35][CH:34]=2)[Si](C)(C)C)[CH:27]=[CH:26][CH:25]=[CH:24][CH:23]=1. (4) Given the product [CH2:1]([O:5][C:6]1[N:14]=[C:13]2[C:9]([NH:10][C:11](=[O:27])[N:12]2[CH2:15][CH2:16][N:17]2[CH2:18][CH2:19][CH:20]([C:23]([O:25][CH3:26])=[O:24])[CH2:21][CH2:22]2)=[C:8]([NH2:29])[N:7]=1)[CH2:2][CH2:3][CH3:4], predict the reactants needed to synthesize it. The reactants are: [CH2:1]([O:5][C:6]1[N:14]=[C:13]2[C:9]([N:10]=[C:11]([O:27]C)[N:12]2[CH2:15][CH2:16][N:17]2[CH2:22][CH2:21][CH:20]([C:23]([O:25][CH3:26])=[O:24])[CH2:19][CH2:18]2)=[C:8]([NH2:29])[N:7]=1)[CH2:2][CH2:3][CH3:4]. (5) Given the product [CH2:19]([O:18][C:16]([C:2]1[C:7]([N+:8]([O-:10])=[O:9])=[CH:6][CH:5]=[CH:4][N:3]=1)=[CH2:17])[CH3:20], predict the reactants needed to synthesize it. The reactants are: Cl[C:2]1[C:7]([N+:8]([O-:10])=[O:9])=[CH:6][CH:5]=[CH:4][N:3]=1.C([Sn](CCCC)(CCCC)[C:16]([O:18][CH2:19][CH3:20])=[CH2:17])CCC. (6) Given the product [CH3:1][C@:2]12[C:11](=[O:12])[O:10][C:8](=[O:9])[C@@:7]1([CH3:13])[C@H:6]1[O:14][C@@H:3]2[CH2:4][CH2:5]1.[CH3:15][C:16]1([C:24]([OH:23])=[O:25])[C:21]([C:22]([OH:9])=[O:26])([CH3:27])[CH:20]2[O:28][CH:17]1[CH2:18][CH2:19]2, predict the reactants needed to synthesize it. The reactants are: [CH3:1][C@:2]12[C:11](=[O:12])[O:10][C:8](=[O:9])[C@@:7]1([CH3:13])[C@H:6]1[O:14][C@@H:3]2[CH2:4][CH2:5]1.[CH3:15][C:16]12[C:24](=[O:25])[O:23][C:22](=[O:26])[C:21]1([CH3:27])[CH:20]1[O:28][CH:17]2[CH2:18][CH2:19]1. (7) Given the product [C:17]([O:16][C:14](=[O:15])[NH:21][CH2:22][CH:23]([NH:29][CH:2]([C:4]1[C:13]2[C:8](=[CH:9][CH:10]=[CH:11][CH:12]=2)[CH:7]=[CH:6][CH:5]=1)[CH3:1])[CH2:24][CH3:25])([CH3:20])([CH3:19])[CH3:18], predict the reactants needed to synthesize it. The reactants are: [CH3:1][C:2]([C:4]1[C:13]2[C:8](=[CH:9][CH:10]=[CH:11][CH:12]=2)[CH:7]=[CH:6][CH:5]=1)=O.[C:14]([NH:21][CH2:22][CH2:23][CH2:24][CH2:25]N)([O:16][C:17]([CH3:20])([CH3:19])[CH3:18])=[O:15].[BH3-]C#[N:29].[Na+]. (8) Given the product [NH2:45][C@H:35]1[C@@H:36]([NH:40][C:41](=[O:44])[O:42][CH3:43])[C@@H:37]([CH3:39])[CH2:38][N:33]([C:32]2[CH:31]=[CH:30][N:29]=[CH:28][C:27]=2[NH:26][C:24]([C:13]2[C:12]([NH2:11])=[CH:21][C:20]3[C:15](=[CH:16][C:17]([CH2:22][CH3:23])=[CH:18][CH:19]=3)[N:14]=2)=[O:25])[CH2:34]1, predict the reactants needed to synthesize it. The reactants are: C(OC([NH:11][C:12]1[C:13]([C:24]([NH:26][C:27]2[CH:28]=[N:29][CH:30]=[CH:31][C:32]=2[N:33]2[CH2:38][C@H:37]([CH3:39])[C@H:36]([NH:40][C:41](=[O:44])[O:42][CH3:43])[C@H:35]([NH:45]C(=O)OC(C)(C)C)[CH2:34]2)=[O:25])=[N:14][C:15]2[C:20]([CH:21]=1)=[CH:19][CH:18]=[C:17]([CH:22]=[CH2:23])[CH:16]=2)=O)C1C=CC=CC=1. (9) Given the product [NH2:25][C:23]1[N:24]=[C:19]([NH:18][S:15]([C:11]2[S:10][C:9]([C:6]3[CH:5]=[CH:4][C:3]([C:1]#[N:2])=[CH:8][CH:7]=3)=[N:13][C:12]=2[CH3:14])(=[O:17])=[O:16])[CH:20]=[C:21]([CH3:33])[CH:22]=1, predict the reactants needed to synthesize it. The reactants are: [C:1]([C:3]1[CH:8]=[CH:7][C:6]([C:9]2[S:10][C:11]([S:15]([NH:18][C:19]3[N:24]=[C:23]([NH:25]C(=O)OC(C)(C)C)[CH:22]=[C:21]([CH3:33])[CH:20]=3)(=[O:17])=[O:16])=[C:12]([CH3:14])[N:13]=2)=[CH:5][CH:4]=1)#[N:2].FC(F)(F)C(O)=O.C(=O)(O)[O-].[Na+]. (10) Given the product [CH3:1][O:2][C:3](=[O:15])[CH2:4][O:5][C:29]1[CH:28]=[C:27]2[C:23]([C:24]([N:33]=[C:34]=[O:35])=[CH:25][N:26]2[C:30](=[O:32])[NH2:31])=[CH:22][CH:21]=1, predict the reactants needed to synthesize it. The reactants are: [CH3:1][O:2][C:3](=[O:15])[CH2:4][O:5]C1C=C2C(C=CN2)=CC=1.COC(=O)CO[C:21]1[CH:22]=[C:23]2[C:27](=[CH:28][CH:29]=1)[N:26]([C:30](=[O:32])[NH2:31])[CH:25]=[C:24]2[N:33]=[C:34]=[O:35].